The task is: Regression. Given a peptide amino acid sequence and an MHC pseudo amino acid sequence, predict their binding affinity value. This is MHC class I binding data.. This data is from Peptide-MHC class I binding affinity with 185,985 pairs from IEDB/IMGT. (1) The peptide sequence is LPFPFLYKFLL. The MHC is HLA-B57:01 with pseudo-sequence HLA-B57:01. The binding affinity (normalized) is 0.439. (2) The peptide sequence is SRIGDPAL. The MHC is H-2-Kb with pseudo-sequence H-2-Kb. The binding affinity (normalized) is 0.283. (3) The peptide sequence is SDAALHNMI. The MHC is HLA-B44:03 with pseudo-sequence HLA-B44:03. The binding affinity (normalized) is 0.0421. (4) The MHC is HLA-B35:01 with pseudo-sequence HLA-B35:01. The peptide sequence is HERPVILSL. The binding affinity (normalized) is 0.0847. (5) The peptide sequence is WTEHRQVRY. The MHC is HLA-B27:05 with pseudo-sequence HLA-B27:05. The binding affinity (normalized) is 0.0847. (6) The peptide sequence is KAAVDLSHFL. The MHC is HLA-A29:02 with pseudo-sequence HLA-A29:02. The binding affinity (normalized) is 0. (7) The peptide sequence is YVIKVSARV. The MHC is HLA-A68:02 with pseudo-sequence HLA-A68:02. The binding affinity (normalized) is 0.582.